Dataset: Tox21: 12 toxicity assays (nuclear receptors and stress response pathways). Task: Binary classification across 12 toxicity assays. (1) The compound is CCC1CCC(=O)O1. It tested positive (active) for: NR-ER (Estrogen Receptor agonist activity). (2) It tested positive (active) for: NR-AR (Androgen Receptor agonist activity), NR-AR-LBD (Androgen Receptor Ligand Binding Domain agonist), and SR-ARE (Antioxidant Response Element (oxidative stress)). The compound is CCc1nc(N)nc(N)c1-c1ccc(Cl)cc1. (3) The drug is COc1ccc(CN(CCN(C)C)c2ccccn2)cc1. It tested positive (active) for: SR-MMP (Mitochondrial Membrane Potential disruption). (4) The molecule is O=C1OC(c2ccc(O)cc2)(c2ccc(O)cc2)c2ccccc21. It tested positive (active) for: NR-AhR (Aryl hydrocarbon Receptor agonist activity), NR-ER (Estrogen Receptor agonist activity), NR-ER-LBD (Estrogen Receptor Ligand Binding Domain agonist), SR-ARE (Antioxidant Response Element (oxidative stress)), and SR-MMP (Mitochondrial Membrane Potential disruption). (5) The molecule is CCCCCCCCCC(CC)c1ccc(S(=O)(=O)[O-])cc1. It tested positive (active) for: SR-ARE (Antioxidant Response Element (oxidative stress)).